Dataset: Reaction yield outcomes from USPTO patents with 853,638 reactions. Task: Predict the reaction yield, written as a fraction of the theoretical maximum amount of product (1.0 means a 100% yield; for example, 0.34 means a 34% yield). (1) The reactants are CCN(C(C)C)C(C)C.[CH2:10]([O:17][N:18]1[C:24](=[O:25])[N:23]2[CH2:26][C@H:19]1[CH2:20][CH2:21][C@H:22]2[C:27]([NH:29][NH2:30])=[O:28])[C:11]1[CH:16]=[CH:15][CH:14]=[CH:13][CH:12]=1.[C:31]([O:35][C:36]([NH:38][CH2:39][CH2:40][C:41](O)=[O:42])=[O:37])([CH3:34])([CH3:33])[CH3:32].CN(C(ON1N=NC2C=CC=NC1=2)=[N+](C)C)C.F[P-](F)(F)(F)(F)F. The catalyst is CN(C=O)C. The product is [CH2:10]([O:17][N:18]1[C:24](=[O:25])[N:23]2[CH2:26][C@H:19]1[CH2:20][CH2:21][C@H:22]2[C:27]([NH:29][NH:30][C:41](=[O:42])[CH2:40][CH2:39][NH:38][C:36](=[O:37])[O:35][C:31]([CH3:32])([CH3:33])[CH3:34])=[O:28])[C:11]1[CH:16]=[CH:15][CH:14]=[CH:13][CH:12]=1. The yield is 0.870. (2) The yield is 0.870. The reactants are [CH:1]1([NH2:4])[CH2:3][CH2:2]1.C(N(CC)CC)C.[N+:12]([C:15]1[CH:20]=[CH:19][CH:18]=[CH:17][C:16]=1[S:21](Cl)(=[O:23])=[O:22])([O-:14])=[O:13]. The catalyst is O1CCCC1. The product is [CH:1]1([NH:4][S:21]([C:16]2[CH:17]=[CH:18][CH:19]=[CH:20][C:15]=2[N+:12]([O-:14])=[O:13])(=[O:22])=[O:23])[CH2:3][CH2:2]1.